This data is from Peptide-MHC class II binding affinity with 134,281 pairs from IEDB. The task is: Regression. Given a peptide amino acid sequence and an MHC pseudo amino acid sequence, predict their binding affinity value. This is MHC class II binding data. (1) The peptide sequence is SKGGMRNVFDEVIPT. The MHC is HLA-DQA10104-DQB10503 with pseudo-sequence HLA-DQA10104-DQB10503. The binding affinity (normalized) is 0.190. (2) The peptide sequence is KWCFEGPEEHEILND. The MHC is HLA-DQA10201-DQB10301 with pseudo-sequence HLA-DQA10201-DQB10301. The binding affinity (normalized) is 0.